This data is from Full USPTO retrosynthesis dataset with 1.9M reactions from patents (1976-2016). The task is: Predict the reactants needed to synthesize the given product. (1) Given the product [Br:39][C:24]1[C:25]([NH:27][CH2:28][CH2:29][CH2:30][N:31]([CH3:38])[C:32]([CH:34]2[CH2:37][CH2:36][CH2:35]2)=[O:33])=[N:26][C:21]([NH:20][C:17]2[CH:18]=[CH:19][C:14]([O:13][CH2:12][CH2:11][O:10][CH2:9][CH2:8][O:7][CH2:6][CH2:5][O:4][CH2:3][CH2:2][NH:1][C:50]3[CH:51]=[CH:52][CH:53]=[C:54]4[C:49]=3[C:48](=[O:58])[N:47]([CH:46]3[CH2:45][CH2:44][C:43](=[O:59])[NH:42][C:41]3=[O:40])[C:55]4=[O:56])=[CH:15][CH:16]=2)=[N:22][CH:23]=1, predict the reactants needed to synthesize it. The reactants are: [NH2:1][CH2:2][CH2:3][O:4][CH2:5][CH2:6][O:7][CH2:8][CH2:9][O:10][CH2:11][CH2:12][O:13][C:14]1[CH:19]=[CH:18][C:17]([NH:20][C:21]2[N:26]=[C:25]([NH:27][CH2:28][CH2:29][CH2:30][N:31]([CH3:38])[C:32]([CH:34]3[CH2:37][CH2:36][CH2:35]3)=[O:33])[C:24]([Br:39])=[CH:23][N:22]=2)=[CH:16][CH:15]=1.[O:40]=[C:41]1[CH:46]([N:47]2[C:55](=[O:56])[C:54]3[C:49](=[CH:50][CH:51]=[CH:52][C:53]=3F)[C:48]2=[O:58])[CH2:45][CH2:44][C:43](=[O:59])[NH:42]1.C(N(C(C)C)C(C)C)C. (2) Given the product [NH:1]([C:18]([O:20][CH2:21][C:22]1[CH:27]=[CH:26][CH:25]=[CH:24][CH:23]=1)=[O:19])[C@@H:2]([C:8]([O:10][CH2:11][C:12]1[CH:17]=[CH:16][CH:15]=[CH:14][CH:13]=1)=[O:9])[CH2:3][CH2:4][C:5]([NH:49][C@H:50]([C:61]([OH:63])=[O:62])[CH2:51][C:52]1[C:60]2[C:55](=[CH:56][CH:57]=[CH:58][CH:59]=2)[NH:54][CH:53]=1)=[O:7], predict the reactants needed to synthesize it. The reactants are: [NH:1]([C:18]([O:20][CH2:21][C:22]1[CH:27]=[CH:26][CH:25]=[CH:24][CH:23]=1)=[O:19])[C@@H:2]([C:8]([O:10][CH2:11][C:12]1[CH:17]=[CH:16][CH:15]=[CH:14][CH:13]=1)=[O:9])[CH2:3][CH2:4][C:5](=[O:7])O.ON1C(=O)CCC1=O.CCN=C=NCCCN(C)C.Cl.Cl.[NH2:49][C@H:50]([C:61]([OH:63])=[O:62])[CH2:51][C:52]1[C:60]2[C:55](=[CH:56][CH:57]=[CH:58][CH:59]=2)[NH:54][CH:53]=1. (3) Given the product [NH2:57][C:53]([NH:1][CH2:2][CH2:3][CH2:4][CH2:5][C@@H:6]([NH:15][C:16]1[CH:21]=[CH:20][C:19]([S:22]([NH:25][C:26](=[O:43])[C:27]2[CH:28]=[CH:29][C:30]([N:33]3[CH2:34][CH2:35][C:36]4([CH2:37][CH2:38][CH2:39][CH2:40]4)[CH2:41][CH2:42]3)=[CH:31][CH:32]=2)(=[O:24])=[O:23])=[CH:18][C:17]=1[N+:44]([O-:46])=[O:45])[CH2:7][S:8][C:9]1[CH:10]=[CH:11][CH:12]=[CH:13][CH:14]=1)=[NH:50], predict the reactants needed to synthesize it. The reactants are: [NH2:1][CH2:2][CH2:3][CH2:4][CH2:5][C@@H:6]([NH:15][C:16]1[CH:21]=[CH:20][C:19]([S:22]([NH:25][C:26](=[O:43])[C:27]2[CH:32]=[CH:31][C:30]([N:33]3[CH2:42][CH2:41][C:36]4([CH2:40][CH2:39][CH2:38][CH2:37]4)[CH2:35][CH2:34]3)=[CH:29][CH:28]=2)(=[O:24])=[O:23])=[CH:18][C:17]=1[N+:44]([O-:46])=[O:45])[CH2:7][S:8][C:9]1[CH:14]=[CH:13][CH:12]=[CH:11][CH:10]=1.C([N:50]([CH:53](C)C)CC)(C)C.C[N:57](C=O)C. (4) Given the product [CH3:13][O:14][C:15](=[O:35])[C@H:16]([CH2:25][C:26]1[CH:31]=[C:30]([I:32])[C:29]([O:33][CH2:39][CH2:38][CH2:37][Br:36])=[C:28]([I:34])[CH:27]=1)[NH:17][C:18]([O:20][C:21]([CH3:24])([CH3:22])[CH3:23])=[O:19], predict the reactants needed to synthesize it. The reactants are: CCOC(/N=N/C(OCC)=O)=O.[CH3:13][O:14][C:15](=[O:35])[C@H:16]([CH2:25][C:26]1[CH:31]=[C:30]([I:32])[C:29]([OH:33])=[C:28]([I:34])[CH:27]=1)[NH:17][C:18]([O:20][C:21]([CH3:24])([CH3:23])[CH3:22])=[O:19].[Br:36][CH2:37][CH2:38][CH2:39]O.C1(P(C2C=CC=CC=2)C2C=CC=CC=2)C=CC=CC=1. (5) Given the product [F:11][C:5]1[CH:6]=[C:7]([N:12]2[CH:16]=[N:15][CH:14]=[N:13]2)[CH:8]=[CH:9][C:4]=1[C:2](=[O:3])[CH3:1], predict the reactants needed to synthesize it. The reactants are: [CH3:1][C:2]([C:4]1[CH:9]=[CH:8][C:7](F)=[CH:6][C:5]=1[F:11])=[O:3].[NH:12]1[CH:16]=[N:15][CH:14]=[N:13]1.C(=O)([O-])[O-].[K+].[K+].O. (6) The reactants are: Cl[C:2]1C=C(C=C[CH:11]=1)C(OO)=O.C(S[C:15]1[CH:20]=[CH:19][N:18]=[CH:17][C:16]=1[C:21]1[S:22][C:23]2[C:28]([N:29]=1)=[CH:27][C:26]([C:30]([F:33])([F:32])[F:31])=[CH:25][N:24]=2)C.[S:34]([O-:38])([O-])(=[O:36])=S.[Na+].[Na+]. Given the product [CH2:2]([S:34]([C:15]1[CH:20]=[CH:19][N:18]=[CH:17][C:16]=1[C:21]1[S:22][C:23]2[C:28]([N:29]=1)=[CH:27][C:26]([C:30]([F:32])([F:33])[F:31])=[CH:25][N:24]=2)(=[O:38])=[O:36])[CH3:11], predict the reactants needed to synthesize it. (7) The reactants are: [I:1][C:2]1[C:10]2[C:5](=[CH:6][CH:7]=[C:8]([CH3:11])[CH:9]=2)[NH:4][N:3]=1.[C:12]([O:16][C:17](O[C:17]([O:16][C:12]([CH3:15])([CH3:14])[CH3:13])=[O:18])=[O:18])([CH3:15])([CH3:14])[CH3:13]. Given the product [I:1][C:2]1[C:10]2[C:5](=[CH:6][CH:7]=[C:8]([CH3:11])[CH:9]=2)[N:4]([C:17]([O:16][C:12]([CH3:15])([CH3:14])[CH3:13])=[O:18])[N:3]=1, predict the reactants needed to synthesize it. (8) Given the product [Cl:14][C:15]1[N:20]=[C:19]([Cl:21])[C:18]([C:22]([NH:2][CH:3]2[CH:4]3[CH2:12][CH:8]4[CH2:7][C:6]([OH:13])([CH2:11][CH:10]2[CH2:9]4)[CH2:5]3)=[O:23])=[CH:17][N:16]=1, predict the reactants needed to synthesize it. The reactants are: Cl.[NH2:2][CH:3]1[CH:10]2[CH2:11][C:6]3([OH:13])[CH2:7][CH:8]([CH2:12][CH:4]1[CH2:5]3)[CH2:9]2.[Cl:14][C:15]1[N:20]=[C:19]([Cl:21])[C:18]([C:22](Cl)=[O:23])=[CH:17][N:16]=1.CCN(C(C)C)C(C)C. (9) Given the product [OH:14][C:2]1[CH:3]=[C:4]([CH2:5][CH2:6][NH:7][C:19]2[C:18]3[N:22]=[CH:23][N:24]([C:17]=3[N:16]=[CH:15][N:20]=2)[C@@H:25]2[O:29][C@H:28]([CH2:30][OH:31])[C@@H:27]([OH:32])[C@H:26]2[OH:33])[CH:8]=[CH:9][C:10]=1[O:12][CH3:13], predict the reactants needed to synthesize it. The reactants are: O[C:2]1([OH:14])[C:10]([O:12][CH3:13])(O)[CH:9]=[CH:8][C:4]([CH2:5][CH2:6][NH2:7])=[CH:3]1.[CH:15]1[N:20]=[C:19](Cl)[C:18]2[N:22]=[CH:23][N:24]([C@@H:25]3[O:29][C@H:28]([CH2:30][OH:31])[C@@H:27]([OH:32])[C@H:26]3[OH:33])[C:17]=2[N:16]=1.C(N(CC)CC)C. (10) Given the product [CH2:1]([O:8][C:9]([N:11]1[CH2:12][C@H:13]([C:34](=[O:36])[NH:52][C:49]2[CH:48]=[C:47]([C:53]3[CH:58]=[CH:57][CH:56]=[C:55]([NH:59][CH2:60][CH:61]4[CH2:66][CH2:65][O:64][CH2:63][CH2:62]4)[N:54]=3)[C:46]([Cl:45])=[CH:51][N:50]=2)[C@H:14]([O:16][Si:17]([C:30]([CH3:31])([CH3:32])[CH3:33])([C:24]2[CH:29]=[CH:28][CH:27]=[CH:26][CH:25]=2)[C:18]2[CH:19]=[CH:20][CH:21]=[CH:22][CH:23]=2)[CH2:15]1)=[O:10])[C:2]1[CH:3]=[CH:4][CH:5]=[CH:6][CH:7]=1, predict the reactants needed to synthesize it. The reactants are: [CH2:1]([O:8][C:9]([N:11]1[CH2:15][C@@H:14]([O:16][Si:17]([C:30]([CH3:33])([CH3:32])[CH3:31])([C:24]2[CH:29]=[CH:28][CH:27]=[CH:26][CH:25]=2)[C:18]2[CH:23]=[CH:22][CH:21]=[CH:20][CH:19]=2)[C@@H:13]([C:34]([OH:36])=O)[CH2:12]1)=[O:10])[C:2]1[CH:7]=[CH:6][CH:5]=[CH:4][CH:3]=1.ClC(N(C)C)=C(C)C.[Cl:45][C:46]1[C:47]([C:53]2[CH:58]=[CH:57][CH:56]=[C:55]([NH:59][CH2:60][CH:61]3[CH2:66][CH2:65][O:64][CH2:63][CH2:62]3)[N:54]=2)=[CH:48][C:49]([NH2:52])=[N:50][CH:51]=1.N1C=CC=CC=1.